Dataset: Cav3 T-type calcium channel HTS with 100,875 compounds. Task: Binary Classification. Given a drug SMILES string, predict its activity (active/inactive) in a high-throughput screening assay against a specified biological target. (1) The molecule is O(CCN(CC)CC)c1ncnc2c1oc1c2cccc1. The result is 0 (inactive). (2) The molecule is Fc1c(Cn2c3c(c4c2c(=O)[nH]nc4)cccc3)cccc1. The result is 0 (inactive). (3) The drug is S(CC(=O)Nc1ncccc1)c1n(nnn1)C. The result is 0 (inactive). (4) The molecule is S(c1n(\c([nH]n1)=C1\c2c(N=C1)cccc2)C)C(C)C. The result is 0 (inactive). (5) The drug is S(C(CC(O)=O)C(O)=O)Cc1oc(cc1)C(O)=O. The result is 0 (inactive). (6) The compound is Clc1ccc(OCC(=O)N2CCN(CC2)C(=O)Cc2ccccc2)cc1. The result is 0 (inactive). (7) The compound is O1C(OCC)C(C(C=C1C(=O)N1CCOCC1)c1c(=O)c2c(oc1)cccc2)CCCO. The result is 0 (inactive).